This data is from Full USPTO retrosynthesis dataset with 1.9M reactions from patents (1976-2016). The task is: Predict the reactants needed to synthesize the given product. (1) Given the product [OH:30][CH2:29][CH:28]([NH:27][C:18](=[O:19])[C:17]1[CH:21]=[C:13]([C:12]#[C:11][C:8]2[CH:7]=[CH:6][C:5]([C:3]([NH:2][CH3:1])=[O:4])=[CH:10][CH:9]=2)[CH:14]=[CH:15][C:16]=1[O:22][C:23]([F:25])([F:24])[F:26])[CH2:31][C:32]1[C:40]2[C:35](=[C:36]([F:41])[CH:37]=[CH:38][CH:39]=2)[NH:34][N:33]=1, predict the reactants needed to synthesize it. The reactants are: [CH3:1][NH:2][C:3]([C:5]1[CH:10]=[CH:9][C:8]([C:11]#[C:12][C:13]2[CH:14]=[CH:15][C:16]([O:22][C:23]([F:26])([F:25])[F:24])=[C:17]([CH:21]=2)[C:18](O)=[O:19])=[CH:7][CH:6]=1)=[O:4].[NH2:27][CH:28]([CH2:31][C:32]1[C:40]2[C:35](=[C:36]([F:41])[CH:37]=[CH:38][CH:39]=2)[NH:34][N:33]=1)[CH2:29][OH:30].CN(C(ON1N=NC2C=CC=NC1=2)=[N+](C)C)C.F[P-](F)(F)(F)(F)F.CN1CCOCC1. (2) Given the product [OH:1][CH2:2][CH2:3][CH2:4][CH2:5][N:6]([CH3:27])[S:7]([C:10]1[CH:11]=[CH:12][C:13]([C:16]2[CH:17]=[CH:18][C:19]([C:22]([F:25])([F:24])[F:23])=[CH:20][CH:21]=2)=[CH:14][CH:15]=1)(=[O:8])=[O:9], predict the reactants needed to synthesize it. The reactants are: [OH:1][CH:2](C)[CH2:3][CH2:4][CH2:5][NH:6][S:7]([C:10]1[CH:15]=[CH:14][C:13]([C:16]2[CH:21]=[CH:20][C:19]([C:22]([F:25])([F:24])[F:23])=[CH:18][CH:17]=2)=[CH:12][CH:11]=1)(=[O:9])=[O:8].[CH3:27]I. (3) Given the product [Cl:1][C:2]1[CH:3]=[C:4]([CH2:14][N:15]2[C:19]([CH3:20])=[CH:18][C:17]([C:21]([OH:23])=[O:22])=[N:16]2)[C:5]2[O:9][C:8]([CH:10]([CH3:11])[CH3:12])=[CH:7][C:6]=2[CH:13]=1, predict the reactants needed to synthesize it. The reactants are: [Cl:1][C:2]1[CH:3]=[C:4]([CH2:14][N:15]2[C:19]([CH3:20])=[CH:18][C:17]([C:21]([O:23]CC)=[O:22])=[N:16]2)[C:5]2[O:9][C:8]([CH:10]([CH3:12])[CH3:11])=[CH:7][C:6]=2[CH:13]=1. (4) Given the product [CH2:33]([N:32]([CH3:31])[C:27]([NH:28][C:22]1[CH:21]=[C:20]([CH2:19][N:13]2[C:14]([CH3:18])([CH3:17])[C:15](=[O:16])[N:11]([C:8]3[CH:7]=[CH:6][C:5]([C:1]([CH3:3])([CH3:4])[CH3:2])=[CH:10][CH:9]=3)[C:12]2=[O:30])[CH:25]=[CH:24][N:23]=1)=[O:26])[CH2:34][CH2:35][CH3:36], predict the reactants needed to synthesize it. The reactants are: [C:1]([C:5]1[CH:10]=[CH:9][C:8]([N:11]2[C:15](=[O:16])[C:14]([CH3:18])([CH3:17])[N:13]([CH2:19][C:20]3[CH:25]=[CH:24][N:23]4[O:26][C:27](=S)[N:28]=[C:22]4[CH:21]=3)[C:12]2=[O:30])=[CH:7][CH:6]=1)([CH3:4])([CH3:3])[CH3:2].[CH3:31][NH:32][CH2:33][CH2:34][CH2:35][CH3:36].